This data is from Catalyst prediction with 721,799 reactions and 888 catalyst types from USPTO. The task is: Predict which catalyst facilitates the given reaction. (1) Reactant: [Br:1][C:2]1[CH:3]=[C:4]([Cl:9])[N:5]=[N:6][C:7]=1[NH2:8].Br[CH2:11][C:12](=O)[C:13]([O:15][CH2:16][CH3:17])=[O:14]. Product: [Br:1][C:2]1[C:7]2[N:6]([CH:11]=[C:12]([C:13]([O:15][CH2:16][CH3:17])=[O:14])[N:8]=2)[N:5]=[C:4]([Cl:9])[CH:3]=1. The catalyst class is: 3. (2) Reactant: C[O:2][C:3](=[O:25])[C:4]1[CH:9]=[CH:8][C:7]([CH:10]([NH:17][C:18]([O:20][C:21]([CH3:24])([CH3:23])[CH3:22])=[O:19])[P:11]([O:15][CH3:16])([O:13][CH3:14])=[O:12])=[CH:6][CH:5]=1.[Li+].[OH-]. Product: [C:21]([O:20][C:18]([NH:17][CH:10]([P:11]([O:15][CH3:16])([O:13][CH3:14])=[O:12])[C:7]1[CH:8]=[CH:9][C:4]([C:3]([OH:25])=[O:2])=[CH:5][CH:6]=1)=[O:19])([CH3:24])([CH3:23])[CH3:22]. The catalyst class is: 225.